This data is from Catalyst prediction with 721,799 reactions and 888 catalyst types from USPTO. The task is: Predict which catalyst facilitates the given reaction. (1) Reactant: Cl.[NH2:2][C@H:3]([C:14]([O:16][CH3:17])=[O:15])[CH2:4][C:5]1[C:13]2[C:8](=[CH:9][CH:10]=[CH:11][CH:12]=2)[NH:7][CH:6]=1.[NH:18]([C:43]([O:45][C:46]([CH3:49])([CH3:48])[CH3:47])=[O:44])[C@H:19]([C:35]([NH:37][C@H:38]([C:40](O)=[O:41])[CH3:39])=[O:36])[CH2:20][C:21]1[CH:26]=[CH:25][C:24]([O:27][CH2:28][C:29]2[CH:34]=[CH:33][CH:32]=[CH:31][CH:30]=2)=[CH:23][CH:22]=1.C1CCC(N=C=NC2CCCCC2)CC1.C1C=CC2N(O)N=NC=2C=1. Product: [NH:18]([C:43]([O:45][C:46]([CH3:47])([CH3:49])[CH3:48])=[O:44])[C@H:19]([C:35]([NH:37][C@H:38]([C:40]([NH:2][C@H:3]([C:14]([O:16][CH3:17])=[O:15])[CH2:4][C:5]1[C:13]2[C:8](=[CH:9][CH:10]=[CH:11][CH:12]=2)[NH:7][CH:6]=1)=[O:41])[CH3:39])=[O:36])[CH2:20][C:21]1[CH:26]=[CH:25][C:24]([O:27][CH2:28][C:29]2[CH:34]=[CH:33][CH:32]=[CH:31][CH:30]=2)=[CH:23][CH:22]=1. The catalyst class is: 1. (2) Reactant: [CH3:1][C:2]1[C:6]([B:7]2[O:11][C:10]([CH3:13])([CH3:12])[C:9]([CH3:15])([CH3:14])[O:8]2)=[C:5]([CH3:16])[NH:4][N:3]=1.Cl[CH2:18][CH2:19][N:20]1[CH2:25][CH2:24][O:23][CH2:22][CH2:21]1.C(=O)([O-])[O-].[Cs+].[Cs+]. Product: [CH3:1][C:2]1[C:6]([B:7]2[O:11][C:10]([CH3:12])([CH3:13])[C:9]([CH3:15])([CH3:14])[O:8]2)=[C:5]([CH3:16])[N:4]([CH2:18][CH2:19][N:20]2[CH2:25][CH2:24][O:23][CH2:22][CH2:21]2)[N:3]=1. The catalyst class is: 10. (3) Reactant: [H-].[Na+].[CH3:3][C:4]1([CH3:11])[O:8][C@@H:7]([CH2:9][OH:10])[CH2:6][O:5]1.Br[C:13]1[C:14]2[N:15]([C:29]([C:33]([NH:35][C:36]3[N:37]=[N:38][CH:39]=[CH:40][CH:41]=3)=[O:34])=[C:30]([CH3:32])[N:31]=2)[N:16]=[C:17]([C:19]2[CH:24]=[CH:23][CH:22]=[CH:21][C:20]=2[C:25]([F:28])([F:27])[F:26])[CH:18]=1.O. Product: [CH3:3][C:4]1([CH3:11])[O:8][C@@H:7]([CH2:9][O:10][C:13]2[C:14]3[N:15]([C:29]([C:33]([NH:35][C:36]4[N:37]=[N:38][CH:39]=[CH:40][CH:41]=4)=[O:34])=[C:30]([CH3:32])[N:31]=3)[N:16]=[C:17]([C:19]3[CH:24]=[CH:23][CH:22]=[CH:21][C:20]=3[C:25]([F:28])([F:27])[F:26])[CH:18]=2)[CH2:6][O:5]1. The catalyst class is: 1.